This data is from Forward reaction prediction with 1.9M reactions from USPTO patents (1976-2016). The task is: Predict the product of the given reaction. The product is: [CH:1]12[CH2:10][CH:5]3[CH2:6][CH:7]([CH2:9][CH:3]([CH2:4]3)[CH:2]1[NH:11][C:12]([C:14]1[CH:15]=[N:16][N:17]([CH3:20])[C:18]=1[NH:21][CH2:22][CH:23]([OH:25])[CH3:24])=[O:13])[CH2:8]2. Given the reactants [CH:1]12[CH2:10][CH:5]3[CH2:6][CH:7]([CH2:9][CH:3]([CH2:4]3)[CH:2]1[NH:11][C:12]([C:14]1[CH:15]=[N:16][N:17]([CH3:20])[C:18]=1Cl)=[O:13])[CH2:8]2.[NH2:21][CH2:22][CH:23]([OH:25])[CH3:24], predict the reaction product.